Dataset: Full USPTO retrosynthesis dataset with 1.9M reactions from patents (1976-2016). Task: Predict the reactants needed to synthesize the given product. (1) The reactants are: C(OC(=O)[N:7]([C:12]1[CH:13]=[N:14][CH:15]=[CH:16][C:17]=1[C:18]1[CH:23]=[CH:22][CH:21]=[CH:20][C:19]=1[Cl:24])[CH2:8][CH2:9][O:10][CH3:11])(C)(C)C. Given the product [Cl:24][C:19]1[CH:20]=[CH:21][CH:22]=[CH:23][C:18]=1[C:17]1[CH:16]=[CH:15][N:14]=[CH:13][C:12]=1[NH:7][CH2:8][CH2:9][O:10][CH3:11], predict the reactants needed to synthesize it. (2) The reactants are: [C:1]1(C2C=CC=CC=2)[CH:6]=[CH:5][C:4]([CH2:7][N:8]([CH2:16][CH2:17][CH2:18][N:19]([CH2:29][C:30]2[CH:35]=[CH:34][C:33](C3C=CC=CC=3)=[CH:32][CH:31]=2)[C:20]([O:22][CH2:23][C:24]2[S:28][CH:27]=[N:26][CH:25]=2)=[O:21])C(=O)OC(C)(C)C)=[CH:3][CH:2]=1.[O:48]1[CH:52]=[CH:51][CH:50]=[C:49]1[CH:53]=O.CC(O)=O. Given the product [CH2:29]([N:19]([CH2:18][CH2:17][CH2:16][N:8]([CH2:7][C:4]1[CH:3]=[CH:2][CH:1]=[CH:6][CH:5]=1)[CH2:53][C:49]1[O:48][CH:52]=[CH:51][CH:50]=1)[C:20](=[O:21])[O:22][CH2:23][C:24]1[S:28][CH:27]=[N:26][CH:25]=1)[C:30]1[CH:35]=[CH:34][CH:33]=[CH:32][CH:31]=1, predict the reactants needed to synthesize it. (3) Given the product [Cl:18][C:19]1[C:27]2[NH:26][CH:25]=[N:24][C:23]=2[CH:22]=[C:21]([NH2:28])[CH:20]=1, predict the reactants needed to synthesize it. The reactants are: ClC1C(N)=C([N+]([O-])=O)C=C([N+]([O-])=O)C=1.C(O)=O.[Cl:18][C:19]1[C:27]2[NH:26][CH:25]=[N:24][C:23]=2[CH:22]=[C:21]([NH:28]C=O)[CH:20]=1.CCO. (4) Given the product [CH:16]1([C:7]2[N:8]([CH2:12][C:13]3[O:14][C:28]([C:27]4[CH:32]=[CH:33][CH:34]=[C:25]([C:24]([F:23])([F:35])[F:36])[CH:26]=4)=[N:30][N:31]=3)[C:9]3[C:5]([CH:6]=2)=[C:4]([C:19]([F:21])([F:22])[F:20])[C:3]([C:1]#[N:2])=[CH:11][CH:10]=3)[CH2:17][CH2:18]1, predict the reactants needed to synthesize it. The reactants are: [C:1]([C:3]1[C:4]([C:19]([F:22])([F:21])[F:20])=[C:5]2[C:9](=[CH:10][CH:11]=1)[N:8]([CH2:12][C:13](O)=[O:14])[C:7]([CH:16]1[CH2:18][CH2:17]1)=[CH:6]2)#[N:2].[F:23][C:24]([F:36])([F:35])[C:25]1[CH:26]=[C:27]([CH:32]=[CH:33][CH:34]=1)[C:28]([NH:30][NH2:31])=O. (5) Given the product [ClH:7].[NH2:15][CH2:14][C:12]1[S:13][C:9]([Br:8])=[CH:10][N:11]=1, predict the reactants needed to synthesize it. The reactants are: O1CCOCC1.[ClH:7].[Br:8][C:9]1[S:13][C:12]([CH2:14][NH:15]C(OC(C)(C)C)=O)=[N:11][CH:10]=1. (6) Given the product [CH3:14][Si:15]([C:18]#[C:19][C:4]1[CH:5]=[CH:6][C:1]([C:7]2[CH:12]=[CH:11][CH:10]=[CH:9][N:8]=2)=[CH:2][CH:3]=1)([CH3:17])[CH3:16], predict the reactants needed to synthesize it. The reactants are: [C:1]1([C:7]2[CH:12]=[CH:11][C:10](Br)=[CH:9][N:8]=2)[CH:6]=[CH:5][CH:4]=[CH:3][CH:2]=1.[CH3:14][Si:15]([C:18]#[CH:19])([CH3:17])[CH3:16]. (7) Given the product [CH2:4]([C:5]([C:10]1[CH:11]=[CH:12][CH:13]=[CH:14][CH:15]=1)([CH2:16][CH2:17][CH:18]([CH3:19])[CH3:20])[C:6]([O:8][CH3:9])=[O:7])[CH2:3][CH:2]([CH3:21])[CH3:1], predict the reactants needed to synthesize it. The reactants are: [CH3:1][C:2]([CH3:21])=[CH:3][CH2:4][C:5]([CH2:16][CH:17]=[C:18]([CH3:20])[CH3:19])([C:10]1[CH:15]=[CH:14][CH:13]=[CH:12][CH:11]=1)[C:6]([O:8][CH3:9])=[O:7].C(C(C1C=CC=CC=1)(CC=C)C(OC)=O)C=C.